This data is from Full USPTO retrosynthesis dataset with 1.9M reactions from patents (1976-2016). The task is: Predict the reactants needed to synthesize the given product. (1) Given the product [C:21]([O:20][C:18](=[O:19])[CH2:17][C@@H:16]([CH2:25][CH:26]=[CH2:27])[C:14]([OH:15])=[O:37])([CH3:24])([CH3:23])[CH3:22], predict the reactants needed to synthesize it. The reactants are: C([C@H]1COC(=O)N1[C:14]([C@H:16]([CH2:25][CH:26]=[CH2:27])[CH2:17][C:18]([O:20][C:21]([CH3:24])([CH3:23])[CH3:22])=[O:19])=[O:15])C1C=CC=CC=1.[Li+].[OH-].OO.[Li+].[OH-].OO.C([O-])(O)=[O:37].[Na+].[O-]S([O-])=O.[Na+].[Na+]. (2) Given the product [Cl:23][C:24]1[CH:25]=[C:26]([NH:31][C:32]([C:34]2[C:54]([O:55][CH2:56][CH:57]([F:58])[F:59])=[CH:53][C:37]3[N:38]([CH3:52])[C:39]([NH:41][C:42]4[C:47]([Cl:48])=[CH:46][CH:45]=[C:44]([CH2:49][NH:50][C:71](=[O:72])[C:70]([F:69])([CH3:75])[CH3:74])[C:43]=4[Cl:51])=[N:40][C:36]=3[CH:35]=2)=[O:33])[CH:27]=[CH:28][C:29]=1[F:30], predict the reactants needed to synthesize it. The reactants are: CN(C(ON1N=NC2C=CC=CC1=2)=[N+](C)C)C.[B-](F)(F)(F)F.[Cl:23][C:24]1[CH:25]=[C:26]([NH:31][C:32]([C:34]2[C:54]([O:55][CH2:56][CH:57]([F:59])[F:58])=[CH:53][C:37]3[N:38]([CH3:52])[C:39]([NH:41][C:42]4[C:47]([Cl:48])=[CH:46][CH:45]=[C:44]([CH2:49][NH2:50])[C:43]=4[Cl:51])=[N:40][C:36]=3[CH:35]=2)=[O:33])[CH:27]=[CH:28][C:29]=1[F:30].CCN(C(C)C)C(C)C.[F:69][C:70]([CH3:75])([CH3:74])[C:71](O)=[O:72]. (3) Given the product [Cl:1][C:2]1[CH:3]=[C:4]([CH2:9][C:10]([N:12]2[CH:21]3[CH:16]([CH2:17][CH2:18][CH2:19][CH:20]3[N:22]3[CH2:26][CH2:25][CH2:24][CH2:23]3)[N:15]([CH2:32][C:31]3[NH:27][CH:28]=[N:29][CH:30]=3)[CH2:14][CH2:13]2)=[O:11])[CH:5]=[CH:6][C:7]=1[Cl:8], predict the reactants needed to synthesize it. The reactants are: [Cl:1][C:2]1[CH:3]=[C:4]([CH2:9][C:10]([N:12]2[CH:21]3[CH:16]([CH2:17][CH2:18][CH2:19][CH:20]3[N:22]3[CH2:26][CH2:25][CH2:24][CH2:23]3)[NH:15][CH2:14][CH2:13]2)=[O:11])[CH:5]=[CH:6][C:7]=1[Cl:8].[NH:27]1[C:31]([CH:32]=O)=[CH:30][N:29]=[CH:28]1.[BH-](OC(C)=O)(OC(C)=O)OC(C)=O.[Na+].C(O)(=O)C. (4) Given the product [CH3:3][CH:2]([N:4]1[C:12](/[CH:13]=[CH:14]/[CH:15]([OH:24])[CH2:16][CH:17]([OH:23])[CH2:18][C:19]([O-:21])=[O:20])=[C:11]([C:25]2[CH:26]=[CH:27][C:28]([F:31])=[CH:29][CH:30]=2)[C:10]2[CH:9]=[CH:8][CH:7]=[CH:6][C:5]1=2)[CH3:1].[Na+:33], predict the reactants needed to synthesize it. The reactants are: [CH3:1][CH:2]([N:4]1[C:12](/[CH:13]=[CH:14]/[C@H:15]([OH:24])[CH2:16][C@H:17]([OH:23])[CH2:18][C:19]([O:21]C)=[O:20])=[C:11]([C:25]2[CH:30]=[CH:29][C:28]([F:31])=[CH:27][CH:26]=2)[C:10]2[C:5]1=[CH:6][CH:7]=[CH:8][CH:9]=2)[CH3:3].[OH-].[Na+:33].CC(O)C.